This data is from Reaction yield outcomes from USPTO patents with 853,638 reactions. The task is: Predict the reaction yield, written as a fraction of the theoretical maximum amount of product (1.0 means a 100% yield; for example, 0.34 means a 34% yield). (1) The reactants are Cl[C:2]1[C:11]2[C:6](=[CH:7][C:8]([O:14][CH2:15][CH2:16][N:17]([CH3:21])[CH2:18][C:19]#[CH:20])=[C:9]([O:12][CH3:13])[CH:10]=2)[N:5]=[CH:4][N:3]=1.[OH:22][C:23]1[CH:24]=[C:25]2[C:29](=[N:30][CH:31]=1)[NH:28][CH:27]=[CH:26]2. No catalyst specified. The product is [NH:28]1[C:29]2[C:25](=[CH:24][C:23]([O:22][C:2]3[C:11]4[C:6](=[CH:7][C:8]([O:14][CH2:15][CH2:16][N:17]([CH3:21])[CH2:18][C:19]#[CH:20])=[C:9]([O:12][CH3:13])[CH:10]=4)[N:5]=[CH:4][N:3]=3)=[CH:31][N:30]=2)[CH:26]=[CH:27]1. The yield is 0.470. (2) The reactants are Cl[C:2]1[N:7]=[C:6]([C:8]([OH:10])=[O:9])[CH:5]=[CH:4][CH:3]=1.[F:11][C:12]([F:16])([F:15])[CH2:13][OH:14].[OH-].[K+].Cl. The catalyst is CS(C)=O.O. The product is [F:11][C:12]([F:16])([F:15])[CH2:13][O:14][C:2]1[N:7]=[C:6]([C:8]([OH:10])=[O:9])[CH:5]=[CH:4][CH:3]=1. The yield is 0.900. (3) The reactants are Br[C:2]1[CH:7]=[CH:6][C:5]([S:8]([NH:11][C:12]([CH3:15])([CH3:14])[CH3:13])(=[O:10])=[O:9])=[CH:4][CH:3]=1.[B:16]1([B:16]2[O:20][C:19]([CH3:22])([CH3:21])[C:18]([CH3:24])([CH3:23])[O:17]2)[O:20][C:19]([CH3:22])([CH3:21])[C:18]([CH3:24])([CH3:23])[O:17]1.C(Cl)Cl.CC([O-])=O.[K+]. The catalyst is O.CS(C)=O. The product is [C:12]([NH:11][S:8]([C:5]1[CH:6]=[CH:7][C:2]([B:16]2[O:20][C:19]([CH3:22])([CH3:21])[C:18]([CH3:24])([CH3:23])[O:17]2)=[CH:3][CH:4]=1)(=[O:10])=[O:9])([CH3:15])([CH3:14])[CH3:13]. The yield is 0.860. (4) The reactants are [NH2:1][C:2]1[CH:7]=[CH:6][CH:5]=[CH:4][N:3]=1.[N+:8]([C:11]1[CH:16]=[CH:15][C:14]([S:17](Cl)(=[O:19])=[O:18])=[CH:13][CH:12]=1)([O-:10])=[O:9].C(N(CC)CC)C.C[O-].[Na+].Cl. The catalyst is C1COCC1.ClCCl. The product is [N+:8]([C:11]1[CH:12]=[CH:13][C:14]([S:17]([NH:1][C:2]2[CH:7]=[CH:6][CH:5]=[CH:4][N:3]=2)(=[O:19])=[O:18])=[CH:15][CH:16]=1)([O-:10])=[O:9]. The yield is 0.470.